Dataset: Catalyst prediction with 721,799 reactions and 888 catalyst types from USPTO. Task: Predict which catalyst facilitates the given reaction. Product: [CH3:3][C:4]1[CH:5]=[C:6]([CH2:7][OH:8])[CH:9]=[CH:10][C:11]=1[S:12][CH3:13]. The catalyst class is: 8. Reactant: [BH4-].[Na+].[CH3:3][C:4]1[CH:5]=[C:6]([CH:9]=[CH:10][C:11]=1[S:12][CH3:13])[CH:7]=[O:8].Cl.